Dataset: Peptide-MHC class I binding affinity with 185,985 pairs from IEDB/IMGT. Task: Regression. Given a peptide amino acid sequence and an MHC pseudo amino acid sequence, predict their binding affinity value. This is MHC class I binding data. (1) The peptide sequence is AVSKNRRQL. The MHC is HLA-B15:17 with pseudo-sequence HLA-B15:17. The binding affinity (normalized) is 0.0847. (2) The peptide sequence is RAVPPNPTI. The MHC is HLA-A02:03 with pseudo-sequence HLA-A02:03. The binding affinity (normalized) is 0.0847. (3) The peptide sequence is LQIVRFTDY. The MHC is HLA-B08:03 with pseudo-sequence HLA-B08:03. The binding affinity (normalized) is 0.0847. (4) The peptide sequence is RLTGREGAV. The MHC is HLA-A02:01 with pseudo-sequence HLA-A02:01. The binding affinity (normalized) is 0.0847. (5) The peptide sequence is RPGGKKHYM. The MHC is HLA-B42:02 with pseudo-sequence HLA-B42:02. The binding affinity (normalized) is 0.595. (6) The peptide sequence is AVAVHDFFK. The MHC is HLA-A01:01 with pseudo-sequence HLA-A01:01. The binding affinity (normalized) is 0.0847.